Dataset: Peptide-MHC class I binding affinity with 185,985 pairs from IEDB/IMGT. Task: Regression. Given a peptide amino acid sequence and an MHC pseudo amino acid sequence, predict their binding affinity value. This is MHC class I binding data. (1) The peptide sequence is SAAFEDLRLL. The MHC is HLA-A02:01 with pseudo-sequence HLA-A02:01. The binding affinity (normalized) is 0.0146. (2) The peptide sequence is SSDEQQSLY. The MHC is Mamu-A02 with pseudo-sequence Mamu-A02. The binding affinity (normalized) is 0.864. (3) The peptide sequence is ASCMGLIYNR. The MHC is HLA-A31:01 with pseudo-sequence HLA-A31:01. The binding affinity (normalized) is 0.820. (4) The peptide sequence is KLNWASQIY. The MHC is HLA-A68:01 with pseudo-sequence HLA-A68:01. The binding affinity (normalized) is 0.